Dataset: Full USPTO retrosynthesis dataset with 1.9M reactions from patents (1976-2016). Task: Predict the reactants needed to synthesize the given product. (1) The reactants are: Cl.Cl.[NH:3]1[CH2:9][CH2:8][CH2:7][CH2:6][CH2:5][NH:4]1.C(N(CC)CC)C.[CH3:17][C:18]1[CH:23]=[C:22]([C:24]#[C:25][CH3:26])[CH:21]=[C:20]([CH3:27])[C:19]=1[CH:28]([C:33](OC)=[O:34])[C:29](OC)=[O:30].[OH-].[Na+]. Given the product [CH3:17][C:18]1[CH:23]=[C:22]([C:24]#[C:25][CH3:26])[CH:21]=[C:20]([CH3:27])[C:19]=1[CH:28]1[C:33](=[O:34])[N:4]2[CH2:5][CH2:6][CH2:7][CH2:8][CH2:9][N:3]2[C:29]1=[O:30], predict the reactants needed to synthesize it. (2) Given the product [Br:1][C:2]1[CH:9]=[CH:8][C:5]([CH:14]([OH:13])[CH2:15][OH:19])=[CH:4][CH:3]=1, predict the reactants needed to synthesize it. The reactants are: [Br:1][C:2]1[CH:9]=[CH:8][C:5](C=C)=[CH:4][CH:3]=1.[NH+]1([O-])[CH2:15][CH2:14][O:13]CC1.S([O-])([O-])(=[O:19])=S.[Na+].[Na+].